This data is from Full USPTO retrosynthesis dataset with 1.9M reactions from patents (1976-2016). The task is: Predict the reactants needed to synthesize the given product. (1) Given the product [C:1]([N:23]1[C:24]2[C:29](=[CH:28][CH:27]=[CH:26][CH:25]=2)[C@H:30]([NH:32][C:33]2[CH:38]=[CH:37][CH:36]=[CH:35][CH:34]=2)[CH2:31][C@@H:22]1[CH3:21])(=[O:9])[C:2]1[CH:3]=[CH:4][N:5]=[CH:6][CH:7]=1, predict the reactants needed to synthesize it. The reactants are: [C:1]([OH:9])(=O)[C:2]1[CH:7]=[CH:6][N:5]=[CH:4][CH:3]=1.CN(C=O)C.C(Cl)(=O)C(Cl)=O.[CH3:21][C@H:22]1[CH2:31][C@@H:30]([NH:32][C:33]2[CH:38]=[CH:37][CH:36]=[CH:35][CH:34]=2)[C:29]2[C:24](=[CH:25][CH:26]=[CH:27][CH:28]=2)[NH:23]1. (2) The reactants are: C[O:2][C:3]1[CH:20]=[CH:19][C:6]([O:7][C:8]2[CH:18]=[CH:17][C:11]3[NH:12][C:13](=[O:16])[CH2:14][O:15][C:10]=3[CH:9]=2)=[CH:5][CH:4]=1.B(Br)(Br)Br. Given the product [OH:2][C:3]1[CH:20]=[CH:19][C:6]([O:7][C:8]2[CH:18]=[CH:17][C:11]3[NH:12][C:13](=[O:16])[CH2:14][O:15][C:10]=3[CH:9]=2)=[CH:5][CH:4]=1, predict the reactants needed to synthesize it. (3) Given the product [Br-:1].[N+:12]([C:4]1[C:5]([N+:9]([O-:11])=[O:10])=[CH:6][CH:7]=[CH:8][C:3]=1[CH2:2][P+:21]([C:22]1[CH:23]=[CH:24][CH:25]=[CH:26][CH:27]=1)([C:28]1[CH:33]=[CH:32][CH:31]=[CH:30][CH:29]=1)[C:15]1[CH:16]=[CH:17][CH:18]=[CH:19][CH:20]=1)([O-:14])=[O:13], predict the reactants needed to synthesize it. The reactants are: [Br:1][CH2:2][C:3]1[CH:8]=[CH:7][CH:6]=[C:5]([N+:9]([O-:11])=[O:10])[C:4]=1[N+:12]([O-:14])=[O:13].[C:15]1([P:21]([C:28]2[CH:33]=[CH:32][CH:31]=[CH:30][CH:29]=2)[C:22]2[CH:27]=[CH:26][CH:25]=[CH:24][CH:23]=2)[CH:20]=[CH:19][CH:18]=[CH:17][CH:16]=1.